From a dataset of Reaction yield outcomes from USPTO patents with 853,638 reactions. Predict the reaction yield, written as a fraction of the theoretical maximum amount of product (1.0 means a 100% yield; for example, 0.34 means a 34% yield). (1) The reactants are [CH3:1][C:2]1[O:3][C:4]([C:39]([F:42])([F:41])[F:40])=[C:5]([C:7]([NH:9][C:10]2[CH:15]=[CH:14][C:13]([C:16]3[CH:21]=[CH:20][C:19]([CH:22]4[CH2:27][O:26][CH:25]([CH2:28][C:29]([O:31]CC5C=CC=CC=5)=[O:30])[CH2:24][CH2:23]4)=[CH:18][CH:17]=3)=[CH:12][CH:11]=2)=[O:8])[N:6]=1. The product is [CH3:1][C:2]1[O:3][C:4]([C:39]([F:42])([F:40])[F:41])=[C:5]([C:7]([NH:9][C:10]2[CH:11]=[CH:12][C:13]([C:16]3[CH:17]=[CH:18][C:19]([CH:22]4[CH2:27][O:26][CH:25]([CH2:28][C:29]([OH:31])=[O:30])[CH2:24][CH2:23]4)=[CH:20][CH:21]=3)=[CH:14][CH:15]=2)=[O:8])[N:6]=1. The catalyst is CCOC(C)=O.[OH-].[OH-].[Pd+2]. The yield is 0.800. (2) The reactants are [CH:1]1([C:4]([N:6]2[CH2:11][CH2:10][N:9]([C:12]([C:14]3[CH:15]=[C:16]([CH:20]4[C:29](=O)[C:28]5[C:27]([C:31]([O:33]C)=O)=[CH:26][CH:25]=[CH:24][C:23]=5[NH:22][CH:21]4[C:35]4[CH:40]=[CH:39][CH:38]=[CH:37][CH:36]=4)[CH:17]=[CH:18][CH:19]=3)=[O:13])[CH2:8][CH2:7]2)=[O:5])[CH2:3][CH2:2]1.O.[NH2:42][NH2:43]. The catalyst is CO. The product is [CH:1]1([C:4]([N:6]2[CH2:11][CH2:10][N:9]([C:12]([C:14]3[CH:15]=[C:16]([CH:20]4[C:29]5=[N:42][NH:43][C:31](=[O:33])[C:27]6[CH:26]=[CH:25][CH:24]=[C:23]([C:28]=65)[NH:22][CH:21]4[C:35]4[CH:40]=[CH:39][CH:38]=[CH:37][CH:36]=4)[CH:17]=[CH:18][CH:19]=3)=[O:13])[CH2:8][CH2:7]2)=[O:5])[CH2:2][CH2:3]1. The yield is 0.130.